The task is: Regression. Given two drug SMILES strings and cell line genomic features, predict the synergy score measuring deviation from expected non-interaction effect.. This data is from NCI-60 drug combinations with 297,098 pairs across 59 cell lines. (1) Drug 1: CC12CCC3C(C1CCC2=O)CC(=C)C4=CC(=O)C=CC34C. Drug 2: CCCCCOC(=O)NC1=NC(=O)N(C=C1F)C2C(C(C(O2)C)O)O. Cell line: HCT-15. Synergy scores: CSS=42.2, Synergy_ZIP=-0.601, Synergy_Bliss=-0.577, Synergy_Loewe=-25.3, Synergy_HSA=0.687. (2) Drug 1: C1CCC(CC1)NC(=O)N(CCCl)N=O. Drug 2: CCN(CC)CCCC(C)NC1=C2C=C(C=CC2=NC3=C1C=CC(=C3)Cl)OC. Synergy scores: CSS=21.3, Synergy_ZIP=-7.43, Synergy_Bliss=1.56, Synergy_Loewe=-0.547, Synergy_HSA=2.01. Cell line: HS 578T. (3) Drug 1: CC1=C(C=C(C=C1)NC(=O)C2=CC=C(C=C2)CN3CCN(CC3)C)NC4=NC=CC(=N4)C5=CN=CC=C5. Drug 2: CC1CCC2CC(C(=CC=CC=CC(CC(C(=O)C(C(C(=CC(C(=O)CC(OC(=O)C3CCCCN3C(=O)C(=O)C1(O2)O)C(C)CC4CCC(C(C4)OC)OCCO)C)C)O)OC)C)C)C)OC. Cell line: HL-60(TB). Synergy scores: CSS=-25.1, Synergy_ZIP=11.2, Synergy_Bliss=-0.821, Synergy_Loewe=-22.3, Synergy_HSA=-22.5.